This data is from Reaction yield outcomes from USPTO patents with 853,638 reactions. The task is: Predict the reaction yield, written as a fraction of the theoretical maximum amount of product (1.0 means a 100% yield; for example, 0.34 means a 34% yield). (1) The reactants are I[C:2]1[CH:7]=[CH:6][C:5](/[CH:8]=[CH:9]/[CH2:10][OH:11])=[CH:4][CH:3]=1.[Cl:12][C:13]1[CH:18]=[CH:17][C:16]([C:19]2[CH:20]=[CH:21][C:22]([C:25]#[CH:26])=[N:23][CH:24]=2)=[CH:15][CH:14]=1.C(NC(C)C)(C)C. The catalyst is C1COCC1.[Cu]I. The product is [Cl:12][C:13]1[CH:14]=[CH:15][C:16]([C:19]2[CH:20]=[CH:21][C:22]([C:25]#[C:26][C:2]3[CH:7]=[CH:6][C:5](/[CH:8]=[CH:9]/[CH2:10][OH:11])=[CH:4][CH:3]=3)=[N:23][CH:24]=2)=[CH:17][CH:18]=1. The yield is 1.00. (2) The reactants are [Br:1][C:2]1[CH:11]=[CH:10][CH:9]=[C:8]2[C:3]=1[N:4]=[C:5](F)[C:6]([CH3:12])=[N:7]2.Cl.[CH3:15][C:16]1([NH2:19])[CH2:18][CH2:17]1.CCN(C(C)C)C(C)C. No catalyst specified. The product is [Br:1][C:2]1[CH:11]=[CH:10][CH:9]=[C:8]2[C:3]=1[N:4]=[C:5]([NH:19][C:16]1([CH3:15])[CH2:18][CH2:17]1)[C:6]([CH3:12])=[N:7]2. The yield is 0.450. (3) The yield is 0.320. The catalyst is CN(C=O)C.C1C=CC([P]([Pd]([P](C2C=CC=CC=2)(C2C=CC=CC=2)C2C=CC=CC=2)([P](C2C=CC=CC=2)(C2C=CC=CC=2)C2C=CC=CC=2)[P](C2C=CC=CC=2)(C2C=CC=CC=2)C2C=CC=CC=2)(C2C=CC=CC=2)C2C=CC=CC=2)=CC=1. The product is [N:2]1[C:11]2[C:6](=[CH:7][C:8]([C:23]3[CH:24]=[N:25][N:26]([C:29]4[CH:34]=[CH:33][CH:32]=[CH:31][C:30]=4[CH3:35])[C:27]=3[NH2:28])=[CH:9][CH:10]=2)[N:5]=[CH:4][CH:3]=1. The reactants are Cl.[N:2]1[C:11]2[C:6](=[CH:7][C:8](OB(O)O)=[CH:9][CH:10]=2)[N:5]=[CH:4][CH:3]=1.C(=O)([O-])[O-].[Na+].[Na+].Br[C:23]1[CH:24]=[N:25][N:26]([C:29]2[CH:34]=[CH:33][CH:32]=[CH:31][C:30]=2[CH3:35])[C:27]=1[NH2:28].O.